Dataset: TCR-epitope binding with 47,182 pairs between 192 epitopes and 23,139 TCRs. Task: Binary Classification. Given a T-cell receptor sequence (or CDR3 region) and an epitope sequence, predict whether binding occurs between them. (1) The epitope is TPQDLNTML. The TCR CDR3 sequence is CASSQGTAYGYTF. Result: 0 (the TCR does not bind to the epitope). (2) The epitope is YIFFASFYY. The TCR CDR3 sequence is CATSLPSADTQYF. Result: 1 (the TCR binds to the epitope).